From a dataset of Forward reaction prediction with 1.9M reactions from USPTO patents (1976-2016). Predict the product of the given reaction. (1) Given the reactants [C:1]([C:3]1[CH:4]=[C:5]([CH:28]([CH3:30])[CH3:29])[C:6]2[O:10][C:9]([C:11]3[CH:26]=[CH:25][C:14]([C:15]([NH:17][CH2:18][C@H:19]4[CH2:24][CH2:23][CH2:22][NH:21][CH2:20]4)=[O:16])=[CH:13][CH:12]=3)=[N:8][C:7]=2[CH:27]=1)#[N:2].C(=O)([O-])[O-].[K+].[K+].Br[CH2:38][C:39]1[CH:44]=[CH:43][CH:42]=[C:41]([C:45]([F:48])([F:47])[F:46])[CH:40]=1, predict the reaction product. The product is: [C:1]([C:3]1[CH:4]=[C:5]([CH:28]([CH3:30])[CH3:29])[C:6]2[O:10][C:9]([C:11]3[CH:12]=[CH:13][C:14]([C:15]([NH:17][CH2:18][C@H:19]4[CH2:24][CH2:23][CH2:22][N:21]([CH2:38][C:39]5[CH:44]=[CH:43][CH:42]=[C:41]([C:45]([F:46])([F:47])[F:48])[CH:40]=5)[CH2:20]4)=[O:16])=[CH:25][CH:26]=3)=[N:8][C:7]=2[CH:27]=1)#[N:2]. (2) Given the reactants [C:1]([N:4]1[CH2:9][CH2:8][C:7]2[N:10]([C@@H:21]3[C:29]4[C:24](=[C:25](Br)[CH:26]=[C:27]([F:30])[CH:28]=4)[CH2:23][C@H:22]3[OH:32])[N:11]=[C:12]([C:13]3[CH:14]=[C:15]([CH:18]=[CH:19][CH:20]=3)[C:16]#[N:17])[C:6]=2[CH2:5]1)(=[O:3])[CH3:2].[C:33]([Cu])#[N:34], predict the reaction product. The product is: [C:1]([N:4]1[CH2:9][CH2:8][C:7]2[N:10]([C@@H:21]3[C:29]4[CH:28]=[C:27]([F:30])[CH:26]=[C:25]([C:33]#[N:34])[C:24]=4[CH2:23][C@H:22]3[OH:32])[N:11]=[C:12]([C:13]3[CH:20]=[CH:19][CH:18]=[C:15]([C:16]#[N:17])[CH:14]=3)[C:6]=2[CH2:5]1)(=[O:3])[CH3:2]. (3) Given the reactants [CH3:1][N:2]1[CH2:15][CH2:14][C:5]2[NH:6][C:7]3[CH:8]=[CH:9][C:10]([CH3:13])=[CH:11][C:12]=3[C:4]=2[CH2:3]1.[Cl:16][C:17]1[CH:24]=[CH:23][C:20]([CH:21]=[CH2:22])=[CH:19][CH:18]=1.[H-].[Na+], predict the reaction product. The product is: [Cl:16][C:17]1[CH:24]=[CH:23][C:20]([CH2:21][CH2:22][N:6]2[C:7]3[CH:8]=[CH:9][C:10]([CH3:13])=[CH:11][C:12]=3[C:4]3[CH2:3][N:2]([CH3:1])[CH2:15][CH2:14][C:5]2=3)=[CH:19][CH:18]=1.